This data is from Full USPTO retrosynthesis dataset with 1.9M reactions from patents (1976-2016). The task is: Predict the reactants needed to synthesize the given product. (1) Given the product [F:16][CH:17]([F:21])[C:18](=[N:15][N:14]=[C:1]([C:8]1[CH:9]=[CH:10][CH:11]=[CH:12][CH:13]=1)[C:2]1[CH:7]=[CH:6][CH:5]=[CH:4][CH:3]=1)[CH3:20], predict the reactants needed to synthesize it. The reactants are: [C:1](=[N:14][NH2:15])([C:8]1[CH:13]=[CH:12][CH:11]=[CH:10][CH:9]=1)[C:2]1[CH:7]=[CH:6][CH:5]=[CH:4][CH:3]=1.[F:16][CH:17]([F:21])[C:18]([CH3:20])=O.C([O-])(O)=O.[Na+]. (2) Given the product [CH2:35]([O:22][C:39]([C:24]1[S:26][C:13]([C:10]2[CH:11]=[CH:12][C:7]([F:6])=[CH:8][CH:9]=2)=[C:14]([C:15]2[CH:20]=[CH:19][N:18]=[CH:17][CH:16]=2)[CH:25]=1)=[O:40])[CH3:36], predict the reactants needed to synthesize it. The reactants are: P(Cl)(Cl)(Cl)=O.[F:6][C:7]1[CH:12]=[CH:11][C:10]([C:13](=O)[CH2:14][C:15]2[CH:20]=[CH:19][N:18]=[CH:17][CH:16]=2)=[CH:9][CH:8]=1.[OH-:22].[Na+].[C:24](OCC)(=[S:26])[CH3:25].C(N([CH2:35][CH3:36])CC)C.CN(C)[CH:39]=[O:40]. (3) Given the product [Cl:7][C:8]1[C:9]2[S:6][C:2]([C:3]([O:5][CH3:17])=[O:4])=[CH:1][C:10]=2[CH:13]=[CH:14][CH:15]=1, predict the reactants needed to synthesize it. The reactants are: [CH3:1][CH:2]([SH:6])[C:3]([O-:5])=[O:4].[Cl:7][C:8]1[C:9](F)=[C:10]([CH:13]=[CH:14][CH:15]=1)C=O.[CH3:17]N(C)C=O. (4) Given the product [CH2:10]([O:1][C:2]1[CH:9]=[CH:8][C:5]([CH:6]=[O:7])=[CH:4][CH:3]=1)[C:11]1[CH:16]=[CH:15][CH:14]=[CH:13][CH:12]=1, predict the reactants needed to synthesize it. The reactants are: [OH:1][C:2]1[CH:9]=[CH:8][C:5]([CH:6]=[O:7])=[CH:4][CH:3]=1.[CH2:10](Cl)[C:11]1[CH:16]=[CH:15][CH:14]=[CH:13][CH:12]=1.C(=O)([O-])[O-].[K+].[K+].